This data is from Full USPTO retrosynthesis dataset with 1.9M reactions from patents (1976-2016). The task is: Predict the reactants needed to synthesize the given product. Given the product [C:1]([S:5][C:6]1[CH:11]=[CH:10][C:9]([N:12]2[CH2:18][CH2:19][C:20]([OH:22])=[C:14]([C:15]#[N:16])[C:13]2=[O:17])=[CH:8][CH:7]=1)([CH3:2])([CH3:3])[CH3:4], predict the reactants needed to synthesize it. The reactants are: [C:1]([S:5][C:6]1[CH:11]=[CH:10][C:9]([N:12]([CH2:18][CH2:19][C:20]([O:22]CC)=O)[C:13](=[O:17])[CH2:14][C:15]#[N:16])=[CH:8][CH:7]=1)([CH3:4])([CH3:3])[CH3:2].N1(C2CCCCCCCCCC2)CCCN=CCCCCC1.